From a dataset of P-glycoprotein inhibition data for predicting drug efflux from Broccatelli et al.. Regression/Classification. Given a drug SMILES string, predict its absorption, distribution, metabolism, or excretion properties. Task type varies by dataset: regression for continuous measurements (e.g., permeability, clearance, half-life) or binary classification for categorical outcomes (e.g., BBB penetration, CYP inhibition). Dataset: pgp_broccatelli. The drug is COc1ccc(C(Cl)=C(c2ccc(OC)cc2)c2ccc(OC)cc2)cc1. The result is 0 (non-inhibitor).